Dataset: Full USPTO retrosynthesis dataset with 1.9M reactions from patents (1976-2016). Task: Predict the reactants needed to synthesize the given product. (1) Given the product [CH3:32][O:33][C:34]1[CH:39]=[C:38]([O:40][CH3:41])[CH:37]=[CH:36][C:35]=1[CH2:42][N:43]1[C:7](=[O:9])[C:6]2[CH:5]=[C:4]([CH2:11][CH3:12])[S:3][C:2]=2[NH:1][C:14]1=[O:16], predict the reactants needed to synthesize it. The reactants are: [NH2:1][C:2]1[S:3][C:4]([CH2:11][CH3:12])=[CH:5][C:6]=1[C:7]([O:9]C)=O.Cl[C:14](Cl)([O:16]C(=O)OC(Cl)(Cl)Cl)Cl.C(N(CC)CC)C.[CH3:32][O:33][C:34]1[CH:39]=[C:38]([O:40][CH3:41])[CH:37]=[CH:36][C:35]=1[CH2:42][NH2:43]. (2) Given the product [NH2:15][C@@H:12]1[CH2:13][CH2:14][N:10]([CH2:9][C:8]2[CH:23]=[CH:24][C:5]([NH:4][C:1](=[O:3])[CH3:2])=[CH:6][CH:7]=2)[CH2:11]1, predict the reactants needed to synthesize it. The reactants are: [C:1]([NH:4][C:5]1[CH:24]=[CH:23][C:8]([CH2:9][N:10]2[CH2:14][CH2:13][C@@H:12]([NH:15]C(=O)OC(C)(C)C)[CH2:11]2)=[CH:7][CH:6]=1)(=[O:3])[CH3:2]. (3) The reactants are: [CH3:1][C:2]1[CH:6]=[C:5]([CH3:7])[NH:4][C:3]=1/[CH:8]=[C:9]1\[C:10](=[O:25])[N:11]([C:18](N2C=CN=C2)=[O:19])[C:12]2[C:17]\1=[CH:16][CH:15]=[CH:14][CH:13]=2.[OH:26][C:27]1[CH:35]=[CH:34][C:30]([C:31]([OH:33])=[O:32])=[CH:29][CH:28]=1. Given the product [C:31]([C:30]1[CH:34]=[CH:35][C:27]([O:26][C:18]([N:11]2[C:12]3[C:17](=[CH:16][CH:15]=[CH:14][CH:13]=3)/[C:9](=[CH:8]/[C:3]3[NH:4][C:5]([CH3:7])=[CH:6][C:2]=3[CH3:1])/[C:10]2=[O:25])=[O:19])=[CH:28][CH:29]=1)([OH:33])=[O:32], predict the reactants needed to synthesize it. (4) Given the product [Cl:1][C:2]1[C:11]2[N:10]([C:18]([C:17]3[CH:21]=[C:22]([Br:26])[C:23]([O:24][CH3:25])=[C:15]([Br:14])[CH:16]=3)=[O:19])[CH2:9][CH2:8][O:7][C:6]=2[CH:5]=[CH:4][N:3]=1, predict the reactants needed to synthesize it. The reactants are: [Cl:1][C:2]1[C:11]2[NH:10][CH2:9][CH2:8][O:7][C:6]=2[CH:5]=[CH:4][N:3]=1.[H-].[Na+].[Br:14][C:15]1[CH:16]=[C:17]([CH:21]=[C:22]([Br:26])[C:23]=1[O:24][CH3:25])[C:18](Cl)=[O:19]. (5) Given the product [CH3:5][C:4]1[CH:11]=[CH:12][C:13]([CH3:16])=[C:2]2[C:3]=1[CH:2]=[CH:3][CH:4]2[C:5]1[CH:14]=[CH:15][CH:7]=[CH:8][C:9]=1[CH2:10][CH:11]1[C:12]2[C:8](=[C:7]([CH3:6])[CH:15]=[CH:14][C:13]=2[CH3:16])[CH:9]=[CH:10]1, predict the reactants needed to synthesize it. The reactants are: [Li][CH2:2][CH2:3][CH2:4][CH3:5].[CH3:6][C:7]1[CH:15]=[CH:14][C:13]([CH3:16])=[C:12]2[C:8]=1[CH:9]=[CH:10][CH2:11]2.O. (6) Given the product [CH3:42][O:41][C:35]1[CH:34]=[C:33]([CH2:30][CH2:31][CH2:32][C:13]2[CH:12]=[CH:11][C:10]([N:16]3[S:20](=[O:21])(=[O:22])[NH:19][C:18](=[O:29])[CH2:17]3)=[C:9]([OH:8])[CH:14]=2)[CH:38]=[CH:37][C:36]=1[O:39][CH3:40], predict the reactants needed to synthesize it. The reactants are: C([O:8][C:9]1[CH:14]=[C:13](I)[CH:12]=[CH:11][C:10]=1[N:16]1[S:20](=[O:22])(=[O:21])[N:19](CC[Si](C)(C)C)[C:18](=[O:29])[CH2:17]1)C1C=CC=CC=1.[CH2:30]([C:33]1[CH:38]=[CH:37][C:36]([O:39][CH3:40])=[C:35]([O:41][CH3:42])[CH:34]=1)[CH:31]=[CH2:32]. (7) Given the product [Cl:1][C:2]1[CH:3]=[C:4]([NH:20][C:21]2[C:31]3[CH:30]=[C:29]([C:32]([O:34][CH3:35])=[O:33])[CH2:28][CH2:27][NH:26][C:25]=3[N:24]=[CH:23][N:22]=2)[CH:5]=[CH:6][C:7]=1[O:8][C:9]1[CH:14]=[CH:13][CH:12]=[C:11]([O:15][C:16]([F:19])([F:17])[F:18])[CH:10]=1, predict the reactants needed to synthesize it. The reactants are: [Cl:1][C:2]1[CH:3]=[C:4]([NH:20][C:21]2[C:31]3[CH:30]=[C:29]([C:32]([O:34][CH3:35])=[O:33])[CH2:28][CH2:27][N:26](CC4C=CC(OC)=CC=4)[C:25]=3[N:24]=[CH:23][N:22]=2)[CH:5]=[CH:6][C:7]=1[O:8][C:9]1[CH:14]=[CH:13][CH:12]=[C:11]([O:15][C:16]([F:19])([F:18])[F:17])[CH:10]=1.FC(F)(F)C(O)=O. (8) Given the product [CH2:1]([C:3]1[C:19]([CH3:20])=[CH:18][C:6]2[NH:7][C:8]([C:10]3[C:14]([NH2:15])=[CH:13][NH:12][N:11]=3)=[N:9][C:5]=2[CH:4]=1)[CH3:2], predict the reactants needed to synthesize it. The reactants are: [CH2:1]([C:3]1[C:19]([CH3:20])=[CH:18][C:6]2[NH:7][C:8]([C:10]3[C:14]([N+:15]([O-])=O)=[CH:13][NH:12][N:11]=3)=[N:9][C:5]=2[CH:4]=1)[CH3:2].N1C=C(N)C=N1. (9) The reactants are: [N:1]([CH2:4][C@@H:5]([OH:16])[C@@H:6]([NH:14][CH3:15])[CH2:7][C:8]1[CH:13]=[CH:12][CH:11]=[CH:10][CH:9]=1)=[N+:2]=[N-:3].[C:17]([OH:25])(=O)[C:18]1[CH:23]=[CH:22][CH:21]=[CH:20][CH:19]=1.C1C=CC2N(O)N=NC=2C=1.CCN(C(C)C)C(C)C.Cl. Given the product [N:1]([CH2:4][C@@H:5]([OH:16])[C@@H:6]([N:14]([CH3:15])[C:17](=[O:25])[C:18]1[CH:19]=[CH:20][CH:21]=[CH:22][CH:23]=1)[CH2:7][C:8]1[CH:13]=[CH:12][CH:11]=[CH:10][CH:9]=1)=[N+:2]=[N-:3], predict the reactants needed to synthesize it. (10) Given the product [C:1]1([N:7]2[C:15]([C:16]3[CH:21]=[CH:20][CH:19]=[CH:18][N:17]=3)=[C:14]([C:13]([OH:23])=[O:12])[N:9]=[N:8]2)[CH:6]=[CH:5][CH:4]=[CH:3][CH:2]=1, predict the reactants needed to synthesize it. The reactants are: [C:1]1([N:7]=[N+:8]=[N-:9])[CH:6]=[CH:5][CH:4]=[CH:3][CH:2]=1.C([O:12][C:13](=[O:23])[CH2:14][C:15](=O)[C:16]1[CH:21]=[CH:20][CH:19]=[CH:18][N:17]=1)C.C[O-].[Na+].[OH-].[Na+].Cl.